Regression/Classification. Given a drug SMILES string, predict its toxicity properties. Task type varies by dataset: regression for continuous values (e.g., LD50, hERG inhibition percentage) or binary classification for toxic/non-toxic outcomes (e.g., AMES mutagenicity, cardiotoxicity, hepatotoxicity). Dataset: herg_karim. From a dataset of hERG potassium channel inhibition data for cardiac toxicity prediction from Karim et al.. The compound is O=C(NCc1cccc(CN2CCCC2=O)c1)NCC(c1ccccc1)c1ccccc1. The result is 0 (non-blocker).